This data is from Forward reaction prediction with 1.9M reactions from USPTO patents (1976-2016). The task is: Predict the product of the given reaction. (1) Given the reactants [NH2:1][C:2]1[C:11]([O:12][CH:13]2[CH2:18][CH2:17][O:16][CH2:15][CH2:14]2)=[CH:10][CH:9]=[CH:8][C:3]=1[C:4]([O:6]C)=O.[O:19]([C:21]#[N:22])[K].C(OCC)(=O)C, predict the reaction product. The product is: [O:16]1[CH2:17][CH2:18][CH:13]([O:12][C:11]2[CH:10]=[CH:9][CH:8]=[C:3]3[C:2]=2[N:1]=[C:21]([OH:19])[N:22]=[C:4]3[OH:6])[CH2:14][CH2:15]1. (2) Given the reactants [F:1][C:2]([F:20])([F:19])[C:3](O)=[CH:4][C:5]([C:7]1[CH:17]=[CH:16][C:10]2[O:11][CH2:12][C:13](=[O:15])[NH:14][C:9]=2[CH:8]=1)=O.[C:21]1([CH3:29])[CH:26]=[CH:25][CH:24]=[C:23]([NH:27][NH2:28])[CH:22]=1, predict the reaction product. The product is: [C:21]1([CH3:29])[CH:26]=[CH:25][CH:24]=[C:23]([N:27]2[C:5]([C:7]3[CH:17]=[CH:16][C:10]4[O:11][CH2:12][C:13](=[O:15])[NH:14][C:9]=4[CH:8]=3)=[CH:4][C:3]([C:2]([F:20])([F:19])[F:1])=[N:28]2)[CH:22]=1. (3) Given the reactants [Cl:1][C:2]1[N:7]=[CH:6][N:5]=[C:4](O)[C:3]=1[CH3:9].[NH2:10][C:11]1[CH:16]=[CH:15][CH:14]=[CH:13][CH:12]=1, predict the reaction product. The product is: [Cl:1][C:2]1[N:7]=[CH:6][N:5]=[C:4]([NH:10][C:11]2[CH:16]=[CH:15][CH:14]=[CH:13][CH:12]=2)[C:3]=1[CH3:9]. (4) The product is: [Cl:21][C:18]1[CH:17]=[CH:16][C:15]([C:13]2[S:14][C:10]([C:8]([NH:7][CH:3]3[CH2:4][CH2:5][CH2:6][N:1]([C:24]4[CH:31]=[CH:30][CH:29]=[CH:28][C:25]=4[CH:26]=[O:27])[CH2:2]3)=[O:9])=[C:11]([CH3:22])[N:12]=2)=[CH:20][CH:19]=1. Given the reactants [NH:1]1[CH2:6][CH2:5][CH2:4][CH:3]([NH:7][C:8]([C:10]2[S:14][C:13]([C:15]3[CH:20]=[CH:19][C:18]([Cl:21])=[CH:17][CH:16]=3)=[N:12][C:11]=2[CH3:22])=[O:9])[CH2:2]1.F[C:24]1[CH:31]=[CH:30][CH:29]=[CH:28][C:25]=1[CH:26]=[O:27], predict the reaction product.